This data is from Reaction yield outcomes from USPTO patents with 853,638 reactions. The task is: Predict the reaction yield, written as a fraction of the theoretical maximum amount of product (1.0 means a 100% yield; for example, 0.34 means a 34% yield). (1) The reactants are [F:1][C:2]1[N:6]([CH3:7])[N:5]=[C:4]([C:8]([F:11])([F:10])[F:9])[C:3]=1[C:12](Cl)=[O:13].[CH3:15][CH:16]([C:22]1[CH:27]=[CH:26][CH:25]=[CH:24][C:23]=1[NH2:28])[CH2:17][C:18]([CH3:21])([CH3:20])[CH3:19].C(N(CC)CC)C. The catalyst is O1CCCC1. The product is [F:1][C:2]1[N:6]([CH3:7])[N:5]=[C:4]([C:8]([F:11])([F:10])[F:9])[C:3]=1[C:12]([NH:28][C:23]1[CH:24]=[CH:25][CH:26]=[CH:27][C:22]=1[CH:16]([CH3:15])[CH2:17][C:18]([CH3:21])([CH3:20])[CH3:19])=[O:13]. The yield is 0.940. (2) The reactants are N12CCCN=C1CCCCC2.Cl.[NH2:13][CH2:14][C:15]1[CH:23]=[CH:22][CH:21]=[C:20]2[C:16]=1[C:17](=[O:33])[N:18]([CH:25]1[CH2:30][CH2:29][C:28](=[O:31])[NH:27][C:26]1=[O:32])[C:19]2=[O:24].[CH:34]1([C:39](Cl)=[O:40])[CH2:38][CH2:37][CH2:36][CH2:35]1. The catalyst is CC#N. The product is [O:32]=[C:26]1[CH:25]([N:18]2[C:17](=[O:33])[C:16]3[C:20](=[CH:21][CH:22]=[CH:23][C:15]=3[CH2:14][NH:13][C:39]([CH:34]3[CH2:38][CH2:37][CH2:36][CH2:35]3)=[O:40])[C:19]2=[O:24])[CH2:30][CH2:29][C:28](=[O:31])[NH:27]1. The yield is 0.830.